This data is from Full USPTO retrosynthesis dataset with 1.9M reactions from patents (1976-2016). The task is: Predict the reactants needed to synthesize the given product. (1) Given the product [CH3:1][C:2]([CH3:23])([CH3:22])[CH2:3][CH2:4][C:5]1([C:18]([O:20][CH3:21])=[O:19])[C:14]2[C:9](=[CH:10][CH:11]=[CH:12][CH:13]=2)[C:8](=[O:15])[CH2:7][C:6]1=[O:16], predict the reactants needed to synthesize it. The reactants are: [CH3:1][C:2]([CH3:23])([CH3:22])[CH2:3][CH2:4][C:5]1([C:18]([O:20][CH3:21])=[O:19])[C:14]2[C:9](=[CH:10][CH:11]=[CH:12][CH:13]=2)[C:8](=[O:15])[CH:7]=[C:6]1[O:16]C.I[Si](C)(C)C. (2) Given the product [OH:31][C@@:24]1([C:22]#[C:23][C:2]2[CH:3]=[C:4]([C:8]3[N:9]=[C:10]([C:17]([O:19][CH2:20][CH3:21])=[O:18])[C:11]4[CH2:16][CH2:15][CH2:14][C:12]=4[N:13]=3)[CH:5]=[CH:6][CH:7]=2)[CH2:28][CH2:27][N:26]([CH3:29])[C:25]1=[O:30], predict the reactants needed to synthesize it. The reactants are: Br[C:2]1[CH:3]=[C:4]([C:8]2[N:9]=[C:10]([C:17]([O:19][CH2:20][CH3:21])=[O:18])[C:11]3[CH2:16][CH2:15][CH2:14][C:12]=3[N:13]=2)[CH:5]=[CH:6][CH:7]=1.[C:22]([C@:24]1([OH:31])[CH2:28][CH2:27][N:26]([CH3:29])[C:25]1=[O:30])#[CH:23]. (3) Given the product [CH3:1][O:2][C:3]1[CH:4]=[C:5]([NH:6][C:17]2[N:21]=[C:20]([N:22]3[CH2:25][CH2:24][CH:23]3[C:26]3[CH:27]=[CH:28][CH:29]=[CH:30][CH:31]=3)[N:19]([CH3:32])[N:18]=2)[CH:7]=[CH:8][C:9]=1[N:10]1[CH:14]=[C:13]([CH3:15])[N:12]=[CH:11]1, predict the reactants needed to synthesize it. The reactants are: [CH3:1][O:2][C:3]1[CH:4]=[C:5]([CH:7]=[CH:8][C:9]=1[N:10]1[CH:14]=[C:13]([CH3:15])[N:12]=[CH:11]1)[NH2:6].Br[C:17]1[N:21]=[C:20]([N:22]2[CH2:25][CH2:24][CH:23]2[C:26]2[CH:31]=[CH:30][CH:29]=[CH:28][CH:27]=2)[N:19]([CH3:32])[N:18]=1.CC1(C)C2C=CC=C(P(C3C=CC=CC=3)C3C=CC=CC=3)C=2OC2C1=CC=CC=2P(C1C=CC=CC=1)C1C=CC=CC=1.C(=O)([O-])[O-].[Cs+].[Cs+]. (4) Given the product [Cl:1][C:2]1[CH:3]=[CH:4][C:5]([C:8]2[CH:9]=[CH:10][C:11]([C:14]3[CH2:15][CH2:16][C:17](=[O:19])[O:21][N:20]=3)=[CH:12][CH:13]=2)=[CH:6][CH:7]=1, predict the reactants needed to synthesize it. The reactants are: [Cl:1][C:2]1[CH:7]=[CH:6][C:5]([C:8]2[CH:13]=[CH:12][C:11]([C:14](=[N:20][OH:21])[CH2:15][CH2:16][C:17]([OH:19])=O)=[CH:10][CH:9]=2)=[CH:4][CH:3]=1.O.CC1C=CC(S(O)(=O)=O)=CC=1. (5) Given the product [CH3:23][C:22]1[NH:18][N:17]=[C:15]([C:13]2[O:14][C:10]([C:7]3[CH:8]=[CH:9][C:4]([O:3][C:2]([F:20])([F:19])[F:1])=[CH:5][CH:6]=3)=[CH:11][N:12]=2)[N:24]=1, predict the reactants needed to synthesize it. The reactants are: [F:1][C:2]([F:20])([F:19])[O:3][C:4]1[CH:9]=[CH:8][C:7]([C:10]2[O:14][C:13]([C:15]([NH:17][NH2:18])=O)=[N:12][CH:11]=2)=[CH:6][CH:5]=1.Cl.[C:22](=N)([NH2:24])[CH3:23].[OH-].[Na+]. (6) Given the product [Br:1][C:2]1[CH:3]=[CH:4][C:5]([F:9])=[C:6]([S:8][CH:11]2[CH2:14][CH:13]([C:15]([O:17][CH3:18])=[O:16])[CH2:12]2)[CH:7]=1, predict the reactants needed to synthesize it. The reactants are: [Br:1][C:2]1[CH:3]=[CH:4][C:5]([F:9])=[C:6]([SH:8])[CH:7]=1.Cl[CH:11]1[CH2:14][CH:13]([C:15]([O:17][CH3:18])=[O:16])[CH2:12]1.C(=O)([O-])[O-].[Cs+].[Cs+].[I-].[Na+]. (7) The reactants are: [CH3:1][N:2]([CH3:22])[CH:3]1[CH2:8][CH2:7][N:6]([C:9]2[CH:14]=[CH:13][C:12]([C:15]([F:18])([F:17])[F:16])=[CH:11][C:10]=2[N+:19]([O-])=O)[CH2:5][CH2:4]1. Given the product [NH2:19][C:10]1[CH:11]=[C:12]([C:15]([F:16])([F:17])[F:18])[CH:13]=[CH:14][C:9]=1[N:6]1[CH2:5][CH2:4][CH:3]([N:2]([CH3:22])[CH3:1])[CH2:8][CH2:7]1, predict the reactants needed to synthesize it.